Task: Predict the reactants needed to synthesize the given product.. Dataset: Full USPTO retrosynthesis dataset with 1.9M reactions from patents (1976-2016) (1) Given the product [CH3:2][O:3][C:4]1[CH:5]=[C:6]([C:12]2[C:13]([CH3:25])([CH3:24])[C:14](=[O:23])[N:15]([CH:17]3[CH2:22][CH2:21][N:20]([C:36]([C:33]4[CH:34]=[C:35]5[C:30]([CH:29]=[CH:28][CH:27]=[N:26]5)=[CH:31][CH:32]=4)=[O:37])[CH2:19][CH2:18]3)[N:16]=2)[CH:7]=[CH:8][C:9]=1[O:10][CH3:11], predict the reactants needed to synthesize it. The reactants are: Cl.[CH3:2][O:3][C:4]1[CH:5]=[C:6]([C:12]2[C:13]([CH3:25])([CH3:24])[C:14](=[O:23])[N:15]([CH:17]3[CH2:22][CH2:21][NH:20][CH2:19][CH2:18]3)[N:16]=2)[CH:7]=[CH:8][C:9]=1[O:10][CH3:11].[N:26]1[C:35]2[C:30](=[CH:31][CH:32]=[C:33]([C:36](O)=[O:37])[CH:34]=2)[CH:29]=[CH:28][CH:27]=1. (2) Given the product [C:1]([O:5][C:6](=[O:27])[CH2:7][CH2:8][C:9]1[CH:14]=[CH:13][C:12]([O:15][CH2:41][CH2:40][C:30]2[N:31]=[C:32]([C:34]3[CH:35]=[CH:36][CH:37]=[CH:38][CH:39]=3)[O:33][C:29]=2[CH3:28])=[CH:11][C:10]=1[CH2:21][O:54][C:53](=[O:56])[NH:60][CH:62]1[CH2:10][CH2:9][CH2:8][CH2:7][CH2:6]1)([CH3:2])([CH3:3])[CH3:4], predict the reactants needed to synthesize it. The reactants are: [C:1]([O:5][C:6](=[O:27])[CH2:7][CH2:8][C:9]1[CH:14]=[CH:13][C:12]([OH:15])=[C:11](COC(=O)N)[C:10]=1[CH:21]1CCCCC1)([CH3:4])([CH3:3])[CH3:2].[CH3:28][C:29]1[O:33][C:32]([C:34]2[CH:39]=[CH:38][CH:37]=[CH:36][CH:35]=2)=[N:31][C:30]=1[CH2:40][CH2:41]OS(C1C=CC(C)=CC=1)(=O)=O.[C:53](=[O:56])([O-])[O-:54].[Cs+].[Cs+].C[N:60]([CH:62]=O)C. (3) Given the product [N:11]([C@H:14]([C:16]1[CH:21]=[C:20]([NH:9][C:7](=[O:8])[C:3]2[CH:4]=[CH:5][CH:6]=[C:1]([CH3:10])[CH:2]=2)[CH:19]=[N:18][CH:17]=1)[CH3:15])=[N+:12]=[N-:13], predict the reactants needed to synthesize it. The reactants are: [C:1]1([CH3:10])[CH:6]=[CH:5][CH:4]=[C:3]([C:7]([NH2:9])=[O:8])[CH:2]=1.[N:11]([C@H:14]([C:16]1[CH:17]=[N:18][CH:19]=[C:20](Br)[CH:21]=1)[CH3:15])=[N+:12]=[N-:13].CN(C)CCN.C(=O)([O-])[O-].[K+].[K+]. (4) Given the product [Cl:30][C:18]1[CH:23]=[CH:22][C:21]([C:2]2[CH:3]=[C:4]3[C:8](=[C:9]([C:11]([OH:13])=[O:12])[CH:10]=2)[NH:7][CH:6]=[CH:5]3)=[CH:20][CH:19]=1, predict the reactants needed to synthesize it. The reactants are: Br[C:2]1[CH:3]=[C:4]2[C:8](=[C:9]([C:11]([OH:13])=[O:12])[CH:10]=1)[NH:7][CH:6]=[CH:5]2.ClOB([C:18]1[CH:23]=[CH:22][CH:21]=[CH:20][CH:19]=1)O.C(=O)([O-])[O-].[Cs+].[Cs+].[Cl-:30].CC1C=C(C)C=C(C)C=1[N+]1C=CN(C2C(C)=CC(C)=CC=2C)C=1. (5) Given the product [F:2][C:3]1[CH:16]=[C:15]([F:17])[CH:14]=[CH:13][C:4]=1[CH2:5][CH2:6][N:7]1[CH2:12][CH2:11][N:10]([C:37]([C:33]2[C:32]3[N:31]([CH:30]=[CH:29][N:28]=3)[CH:36]=[CH:35][CH:34]=2)=[O:38])[CH2:9][CH2:8]1, predict the reactants needed to synthesize it. The reactants are: Cl.[F:2][C:3]1[CH:16]=[C:15]([F:17])[CH:14]=[CH:13][C:4]=1[CH2:5][CH2:6][N:7]1[CH2:12][CH2:11][NH:10][CH2:9][CH2:8]1.C(N(C(C)C)CC)(C)C.Cl.[N:28]1[CH:29]=[CH:30][N:31]2[CH:36]=[CH:35][CH:34]=[C:33]([C:37](Cl)=[O:38])[C:32]=12. (6) Given the product [CH3:14][O:13][C:12](=[O:15])[NH:11][C:8]1[CH:9]=[CH:10][C:5]([C:3](=[O:4])[CH3:2])=[CH:6][CH:7]=1, predict the reactants needed to synthesize it. The reactants are: Br[CH2:2][C:3]([C:5]1[CH:10]=[CH:9][C:8]([NH:11][C:12](=[O:15])[O:13][CH3:14])=[CH:7][CH:6]=1)=[O:4].CC(C1C=CC(N)=CC=1)=O.[OH-].[Na+].COC(Cl)=O. (7) Given the product [CH2:23]([N:30]1[CH2:31][CH2:32][CH:33]([C:36]([O:38][CH3:39])=[O:37])[CH:34]([C:16]2[CH:17]=[C:18]([CH3:20])[CH:19]=[C:14]([Br:13])[CH:15]=2)[CH2:35]1)[C:24]1[CH:25]=[CH:26][CH:27]=[CH:28][CH:29]=1, predict the reactants needed to synthesize it. The reactants are: C1COCC1.C1(C)C=CC=CC=1.[Br:13][C:14]1[CH:15]=[C:16]([Mg]Br)[CH:17]=[C:18]([CH3:20])[CH:19]=1.[CH2:23]([N:30]1[CH2:35][CH:34]=[C:33]([C:36]([O:38][CH3:39])=[O:37])[CH2:32][CH2:31]1)[C:24]1[CH:29]=[CH:28][CH:27]=[CH:26][CH:25]=1.